This data is from Tyrosyl-DNA phosphodiesterase HTS with 341,365 compounds. The task is: Binary Classification. Given a drug SMILES string, predict its activity (active/inactive) in a high-throughput screening assay against a specified biological target. The drug is o1c(CNc2ncnc3c2cc(cc3)C)ccc1. The result is 0 (inactive).